Dataset: CYP1A2 inhibition data for predicting drug metabolism from PubChem BioAssay. Task: Regression/Classification. Given a drug SMILES string, predict its absorption, distribution, metabolism, or excretion properties. Task type varies by dataset: regression for continuous measurements (e.g., permeability, clearance, half-life) or binary classification for categorical outcomes (e.g., BBB penetration, CYP inhibition). Dataset: cyp1a2_veith. (1) The drug is Cl.ClCCNc1nc2ccc(Cl)cc2[nH]1. The result is 1 (inhibitor). (2) The molecule is CCNC(=S)NNC(=O)CCn1c2ccccc2c2ccccc21. The result is 1 (inhibitor). (3) The result is 1 (inhibitor). The drug is Cc1nn(-c2ccccc2)c(C)c1/C=N/NC(=O)c1cc(-c2ccc(Cl)s2)[nH]n1. (4) The drug is CC(C)C(C(=O)NCC1CCCO1)N(Cc1ccco1)C(=O)CNS(=O)(=O)c1ccc(F)cc1. The result is 0 (non-inhibitor). (5) The result is 1 (inhibitor). The compound is CC(=O)N1c2c(cc(Br)cc2S(=O)(=O)NCC2COc3ccccc3O2)CC1C. (6) The molecule is Cc1ccc(NC(=O)CCC(=O)NNC(=O)c2cccs2)c(C)c1. The result is 0 (non-inhibitor). (7) The molecule is COC(=O)[C@@]1(Cc2ccc(OC)cc2)[C@H]2c3cc(C(=O)N4CCCC4)n(Cc4ccc(S(C)(=O)=O)cc4)c3C[C@H]2CN1C(=O)c1ccccc1. The result is 0 (non-inhibitor). (8) The drug is NC(=S)NCCC[C@@H](N)C(=O)O. The result is 0 (non-inhibitor). (9) The molecule is COCCn1c(=O)c(-c2cc(F)cc(F)c2)nc2cnc(Oc3ccc(OC)cc3)nc21. The result is 1 (inhibitor). (10) The drug is COc1cc(C(=O)N2CCC(NC(=O)C(Cc3ccc(C(C)C)cc3)NC(C)=O)CC2)cc(OC)c1OC. The result is 0 (non-inhibitor).